From a dataset of Reaction yield outcomes from USPTO patents with 853,638 reactions. Predict the reaction yield, written as a fraction of the theoretical maximum amount of product (1.0 means a 100% yield; for example, 0.34 means a 34% yield). (1) The reactants are [Br:1][C:2]1[CH:3]=[CH:4][C:5]2[C:11]3[S:12][C:13]([C:15]([NH:17][C:18]4[CH:23]=[CH:22][C:21]([C:24](=[O:28])[N:25]([CH3:27])[CH3:26])=[CH:20][C:19]=4[Cl:29])=[O:16])=[CH:14][C:10]=3[CH2:9][CH2:8][O:7][C:6]=2[CH:30]=1.[C:31]([O-])([O-])=O.[Cs+].[Cs+].CI. The catalyst is CN(C=O)C. The product is [Br:1][C:2]1[CH:3]=[CH:4][C:5]2[C:11]3[S:12][C:13]([C:15]([N:17]([C:18]4[CH:23]=[CH:22][C:21]([C:24](=[O:28])[N:25]([CH3:27])[CH3:26])=[CH:20][C:19]=4[Cl:29])[CH3:31])=[O:16])=[CH:14][C:10]=3[CH2:9][CH2:8][O:7][C:6]=2[CH:30]=1. The yield is 0.990. (2) The reactants are [CH3:1][C:2]1[C:15]2[C:6](=[CH:7][N:8]=[C:9]3[C:14]=2[C:13](=O)[CH2:12][CH:11]=[CH:10]3)[CH:5]=[CH:4][CH:3]=1.P(Cl)(Cl)(Cl)(Cl)[Cl:18].P(Cl)(Cl)(Cl)=O. The catalyst is C1(C)C=CC=CC=1. The product is [Cl:18][C:7]1[N:8]=[C:9]2[C:14](=[C:15]3[C:6]=1[CH:5]=[CH:4][CH:3]=[C:2]3[CH3:1])[CH:13]=[CH:12][CH:11]=[CH:10]2. The yield is 0.950. (3) The product is [CH2:1]([C:3]([C:13]1[C:21]2[C:16](=[C:17]([CH2:22][OH:23])[CH:18]=[CH:19][CH:20]=2)[NH:15][CH:14]=1)([C:6]1[CH:7]=[CH:8][C:9]([F:12])=[CH:10][CH:11]=1)[CH2:4][CH3:5])[CH3:2]. The reactants are [CH2:1]([C:3]([C:13]1[C:21]2[C:16](=[C:17]([CH:22]=[O:23])[CH:18]=[CH:19][CH:20]=2)[NH:15][CH:14]=1)([C:6]1[CH:11]=[CH:10][C:9]([F:12])=[CH:8][CH:7]=1)[CH2:4][CH3:5])[CH3:2].[BH4-].[Na+].O.C(OCC)(=O)C. The catalyst is CO.O1CCCC1. The yield is 0.770. (4) The reactants are [CH3:1][O:2][C:3]([C:5]1[NH:6][C:7]2[C:12]([C:13](=[O:15])[CH:14]=1)=[CH:11][C:10]([O:16][CH3:17])=[CH:9][C:8]=2[Br:18])=[O:4].[H-].[Na+].[CH3:21][Si:22]([CH3:29])([CH3:28])[CH2:23][CH2:24][O:25][CH2:26]Cl.O. The catalyst is CN1C(=O)CCC1. The product is [CH3:1][O:2][C:3]([C:5]1[CH:14]=[C:13]([O:15][CH2:26][O:25][CH2:24][CH2:23][Si:22]([CH3:29])([CH3:28])[CH3:21])[C:12]2[C:7](=[C:8]([Br:18])[CH:9]=[C:10]([O:16][CH3:17])[CH:11]=2)[N:6]=1)=[O:4]. The yield is 1.00.